Dataset: Full USPTO retrosynthesis dataset with 1.9M reactions from patents (1976-2016). Task: Predict the reactants needed to synthesize the given product. (1) Given the product [OH:35][CH:33]([CH2:34][N:36]1[CH2:41][CH2:40][O:39][CH2:38][CH2:37]1)[CH2:31][O:1][C:2]1[CH:11]=[C:10]2[C:5]([C:6]([O:12][C:13]3[CH:14]=[C:15]4[C:19](=[CH:20][CH:21]=3)[NH:18][C:17]([CH3:22])=[CH:16]4)=[N:7][CH:8]=[N:9]2)=[CH:4][C:3]=1[O:23][CH3:24], predict the reactants needed to synthesize it. The reactants are: [OH:1][C:2]1[CH:11]=[C:10]2[C:5]([C:6]([O:12][C:13]3[CH:14]=[C:15]4[C:19](=[CH:20][CH:21]=3)[NH:18][C:17]([CH3:22])=[CH:16]4)=[N:7][CH:8]=[N:9]2)=[CH:4][C:3]=1[O:23][CH3:24].C(=O)([O-])[O-].[K+].[K+].[CH2:31]([CH:33]1[O:35][CH2:34]1)Br.[NH:36]1[CH2:41][CH2:40][O:39][CH2:38][CH2:37]1. (2) Given the product [Cl:10][C:11]1[CH:24]=[CH:23][C:14]([CH2:15][NH:16][C:17](=[O:22])[C:18]([CH3:21])([CH3:20])[CH3:19])=[CH:13][C:12]=1[NH:25][CH:26]1[NH:28][C:29]2[CH:34]=[C:33]([N:35]3[CH2:40][CH2:39][CH:38]([C:41]([F:44])([F:43])[F:42])[CH2:37][CH2:36]3)[CH:32]=[CH:31][C:30]=2[N:45]1[CH3:46], predict the reactants needed to synthesize it. The reactants are: CC(C)N=C=NC(C)C.[Cl:10][C:11]1[CH:24]=[CH:23][C:14]([CH2:15][NH:16][C:17](=[O:22])[C:18]([CH3:21])([CH3:20])[CH3:19])=[CH:13][C:12]=1[NH:25][C:26]([NH:28][C:29]1[CH:34]=[C:33]([N:35]2[CH2:40][CH2:39][CH:38]([C:41]([F:44])([F:43])[F:42])[CH2:37][CH2:36]2)[CH:32]=[CH:31][C:30]=1[NH:45][CH3:46])=S. (3) Given the product [Cl:35][C:36]1[CH:37]=[CH:38][C:39]2[N:45]3[CH:46]=[CH:47][CH:48]=[C:44]3[C@@H:43]([CH2:49][CH2:50][N:51]3[C:55]([CH2:56][OH:57])=[CH:54][CH:53]=[N:52]3)[O:42][C@H:41]([C:61]3[CH:66]=[CH:65][CH:64]=[C:63]([O:67][CH3:68])[C:62]=3[O:69][CH3:70])[C:40]=2[CH:71]=1, predict the reactants needed to synthesize it. The reactants are: ClC1C=CC2N3C=CC=C3[C@@H](CCN3C(CO)=CN=N3)O[C@H](C3C=CC=C(OC)C=3OC)C=2C=1.[Cl:35][C:36]1[CH:37]=[CH:38][C:39]2[N:45]3[CH:46]=[CH:47][CH:48]=[C:44]3[C@@H:43]([CH2:49][CH2:50][N:51]3[C:55]([C:56](OCC)=[O:57])=[CH:54][CH:53]=[N:52]3)[O:42][C@H:41]([C:61]3[CH:66]=[CH:65][CH:64]=[C:63]([O:67][CH3:68])[C:62]=3[O:69][CH3:70])[C:40]=2[CH:71]=1.[H-].[Al+3].[Li+].[H-].[H-].[H-]. (4) Given the product [F:15][C:16]1[CH:21]=[CH:20][C:19]([C:2]2[CH:3]=[CH:4][C:5]([CH:13]=[O:14])=[C:6]3[C:10]=2[O:9][C:8]([CH3:12])([CH3:11])[CH2:7]3)=[CH:18][CH:17]=1, predict the reactants needed to synthesize it. The reactants are: Br[C:2]1[CH:3]=[CH:4][C:5]([CH:13]=[O:14])=[C:6]2[C:10]=1[O:9][C:8]([CH3:12])([CH3:11])[CH2:7]2.[F:15][C:16]1[CH:21]=[CH:20][C:19](B(O)O)=[CH:18][CH:17]=1. (5) Given the product [Cl:40][C:41]1[CH:46]=[CH:45][C:44]([S:47]([N:27]2[CH2:28][CH2:29][CH2:30][C@@H:25]([NH:24][C:20]3[N:19]=[C:18]([C:17]4[N:16]5[C:12]([S:13][CH:14]=[CH:15]5)=[N:11][C:10]=4[C:6]4[CH:7]=[CH:8][CH:9]=[C:4]([O:3][CH3:2])[CH:5]=4)[CH:23]=[CH:22][N:21]=3)[CH2:26]2)(=[O:49])=[O:48])=[CH:43][CH:42]=1, predict the reactants needed to synthesize it. The reactants are: Cl.[CH3:2][O:3][C:4]1[CH:5]=[C:6]([C:10]2[N:11]=[C:12]3[N:16]([C:17]=2[C:18]2[CH:23]=[CH:22][N:21]=[C:20]([NH:24][C@@H:25]4[CH2:30][CH2:29][CH2:28][NH:27][CH2:26]4)[N:19]=2)[CH:15]=[CH:14][S:13]3)[CH:7]=[CH:8][CH:9]=1.CCN(C(C)C)C(C)C.[Cl:40][C:41]1[CH:46]=[CH:45][C:44]([S:47](Cl)(=[O:49])=[O:48])=[CH:43][CH:42]=1.